Dataset: Full USPTO retrosynthesis dataset with 1.9M reactions from patents (1976-2016). Task: Predict the reactants needed to synthesize the given product. Given the product [CH2:15]([O:7][C:6]1[CH:5]=[CH:4][C:3]([Br:8])=[CH:2][CH:1]=1)[C:16]1[CH:21]=[CH:20][CH:19]=[CH:18][CH:17]=1, predict the reactants needed to synthesize it. The reactants are: [CH:1]1[C:6]([OH:7])=[CH:5][CH:4]=[C:3]([Br:8])[CH:2]=1.C(=O)([O-])[O-].[K+].[K+].[CH2:15](Cl)[C:16]1[CH:21]=[CH:20][CH:19]=[CH:18][CH:17]=1.O.